From a dataset of Full USPTO retrosynthesis dataset with 1.9M reactions from patents (1976-2016). Predict the reactants needed to synthesize the given product. (1) Given the product [CH3:1][O:2][CH2:3][C:4]1[CH:9]=[C:8]([C:10]2[O:14][N:13]=[C:12]([C:15]3[CH:16]=[C:17]([CH2:21][C:22]([NH:72][CH2:71][CH2:70][C:69]([O:68][CH2:66][CH3:67])=[O:73])=[O:23])[CH:18]=[CH:19][CH:20]=3)[N:11]=2)[CH:7]=[CH:6][C:5]=1[C:25]1[CH:30]=[CH:29][CH:28]=[CH:27][C:26]=1[CH3:31], predict the reactants needed to synthesize it. The reactants are: [CH3:1][O:2][CH2:3][C:4]1[CH:9]=[C:8]([C:10]2[O:14][N:13]=[C:12]([C:15]3[CH:16]=[C:17]([CH2:21][C:22](O)=[O:23])[CH:18]=[CH:19][CH:20]=3)[N:11]=2)[CH:7]=[CH:6][C:5]=1[C:25]1[CH:30]=[CH:29][CH:28]=[CH:27][C:26]=1[CH3:31].CCN(C(C)C)C(C)C.CN(C(ON1N=NC2C=CC=NC1=2)=[N+](C)C)C.F[P-](F)(F)(F)(F)F.Cl.[CH2:66]([O:68][C:69](=[O:73])[CH2:70][CH2:71][NH2:72])[CH3:67]. (2) Given the product [CH3:15][C:13]1[N:14]=[C:7]2[CH:6]=[CH:5][C:4]3[C:9](=[CH:10][CH:11]=[C:2]([S:16][C:17]4[CH:18]=[C:19]([C:23]5([C:29]#[N:30])[CH2:24][CH2:25][O:26][CH2:27][CH2:28]5)[CH:20]=[CH:21][CH:22]=4)[CH:3]=3)[N:8]2[CH:12]=1, predict the reactants needed to synthesize it. The reactants are: I[C:2]1[CH:3]=[C:4]2[C:9](=[CH:10][CH:11]=1)[N:8]1[CH:12]=[C:13]([CH3:15])[N:14]=[C:7]1[CH:6]=[CH:5]2.[SH:16][C:17]1[CH:18]=[C:19]([C:23]2([C:29]#[N:30])[CH2:28][CH2:27][O:26][CH2:25][CH2:24]2)[CH:20]=[CH:21][CH:22]=1.CCN(C(C)C)C(C)C.C1(P(C2C=CC=CC=2)C2C3OC4C(=CC=CC=4P(C4C=CC=CC=4)C4C=CC=CC=4)C(C)(C)C=3C=CC=2)C=CC=CC=1. (3) The reactants are: [F:1][C:2]1([F:6])[CH2:5][NH:4][CH2:3]1.[CH:7]1([C:10]2[N:15]=[C:14]([C:16]([NH:18][C:19]3[CH:27]=[N:26][CH:25]=[CH:24][C:20]=3[C:21](O)=[O:22])=[O:17])[C:13]([NH:28][C:29]3[CH:30]=[N:31][CH:32]=[N:33][CH:34]=3)=[CH:12][CH:11]=2)[CH2:9][CH2:8]1. Given the product [F:1][C:2]1([F:6])[CH2:5][N:4]([C:21]([C:20]2[CH:24]=[CH:25][N:26]=[CH:27][C:19]=2[NH:18][C:16]([C:14]2[C:13]([NH:28][C:29]3[CH:30]=[N:31][CH:32]=[N:33][CH:34]=3)=[CH:12][CH:11]=[C:10]([CH:7]3[CH2:9][CH2:8]3)[N:15]=2)=[O:17])=[O:22])[CH2:3]1, predict the reactants needed to synthesize it. (4) Given the product [CH3:24][O:25][C:26](=[O:37])[C:27]1[CH:32]=[CH:31][C:30]([NH:33][C:34]([N:17]([C:16]2[N:8]([C:5]3[CH:6]=[CH:7][C:2]([Cl:1])=[CH:3][CH:4]=3)[N:9]=[C:10]3[C:15]=2[CH:14]=[CH:13][CH:12]=[CH:11]3)[CH:18]2[CH2:23][CH2:22][CH2:21][CH2:20][CH2:19]2)=[O:35])=[C:29]([CH3:36])[CH:28]=1, predict the reactants needed to synthesize it. The reactants are: [Cl:1][C:2]1[CH:7]=[CH:6][C:5]([N:8]2[C:16]([NH:17][CH:18]3[CH2:23][CH2:22][CH2:21][CH2:20][CH2:19]3)=[C:15]3[C:10]([CH:11]=[CH:12][CH:13]=[CH:14]3)=[N:9]2)=[CH:4][CH:3]=1.[CH3:24][O:25][C:26](=[O:37])[C:27]1[CH:32]=[CH:31][C:30]([N:33]=[C:34]=[O:35])=[C:29]([CH3:36])[CH:28]=1.CCN(CC)CC. (5) The reactants are: [Br:1][C:2]1[C:7]([CH3:8])=[CH:6][C:5](I)=[CH:4][C:3]=1[CH3:10].[CH3:11][N:12]1[CH:16]=[C:15](B2OC(C)(C)C(C)(C)O2)[CH:14]=[N:13]1. Given the product [Br:1][C:2]1[C:7]([CH3:8])=[CH:6][C:5]([C:15]2[CH:14]=[N:13][N:12]([CH3:11])[CH:16]=2)=[CH:4][C:3]=1[CH3:10], predict the reactants needed to synthesize it. (6) Given the product [C@@H:10]1([C:40]2[S:44][C:43]3[CH:45]=[CH:46][CH:47]=[C:48]([CH2:49][CH2:50][C:51]4[CH:56]=[CH:55][CH:54]=[CH:53][CH:52]=4)[C:42]=3[CH:41]=2)[O:11][C@H:12]([CH2:31][OH:32])[C@@H:13]([OH:23])[C@H:14]([OH:15])[C@H:9]1[OH:8], predict the reactants needed to synthesize it. The reactants are: C([O:8][C@@H:9]1[C@@H:14]([O:15]CC2C=CC=CC=2)[C@H:13]([O:23]CC2C=CC=CC=2)[C@@H:12]([CH2:31][O:32]CC2C=CC=CC=2)[O:11][C@H:10]1[C:40]1[S:44][C:43]2[CH:45]=[CH:46][CH:47]=[C:48]([CH2:49][CH2:50][C:51]3[CH:56]=[CH:55][CH:54]=[CH:53][CH:52]=3)[C:42]=2[CH:41]=1)C1C=CC=CC=1.C(S)C.C(=O)([O-])[O-].[K+].[K+]. (7) Given the product [NH2:19][C:15]([CH:12]1[CH2:13][CH2:14][CH:9]([NH:8][C:6](=[O:7])[O:5][C:2]([CH3:4])([CH3:3])[CH3:1])[CH2:10][CH2:11]1)=[O:17], predict the reactants needed to synthesize it. The reactants are: [CH3:1][C:2]([O:5][C:6]([NH:8][CH:9]1[CH2:14][CH2:13][CH:12]([C:15]([OH:17])=O)[CH2:11][CH2:10]1)=[O:7])([CH3:4])[CH3:3].C[N:19](C(ON1N=NC2C=CC=NC1=2)=[N+](C)C)C.F[P-](F)(F)(F)(F)F.CCN(C(C)C)C(C)C.N.